This data is from Reaction yield outcomes from USPTO patents with 853,638 reactions. The task is: Predict the reaction yield, written as a fraction of the theoretical maximum amount of product (1.0 means a 100% yield; for example, 0.34 means a 34% yield). (1) The catalyst is N1C=CC=CC=1. The reactants are [OH:1][C@@H:2]1[C@H:7]([NH:8][C:9](=[O:15])[O:10][C:11]([CH3:14])([CH3:13])[CH3:12])[CH:6]=[C:5]([C:16]2[CH:21]=[CH:20][N:19]=[CH:18][C:17]=2[N+:22]([O-:24])=[O:23])[CH2:4][C@@H:3]1[CH3:25].[CH3:26][S:27](Cl)(=[O:29])=[O:28]. The product is [CH3:26][S:27]([O:1][C@H:2]1[C@@H:3]([CH3:25])[CH2:4][C:5]([C:16]2[CH:21]=[CH:20][N:19]=[CH:18][C:17]=2[N+:22]([O-:24])=[O:23])=[CH:6][C@H:7]1[NH:8][C:9]([O:10][C:11]([CH3:12])([CH3:13])[CH3:14])=[O:15])(=[O:29])=[O:28]. The yield is 0.970. (2) The reactants are C1(C)C=CC=CC=1.[CH2:8]([NH:10][CH2:11][CH3:12])[CH3:9].[CH3:13][O:14][C:15]1[CH:23]=[CH:22][CH:21]=[CH:20][C:16]=1[C:17](Cl)=[O:18].Cl.C(NCC)C. The catalyst is O. The product is [CH2:8]([N:10]([CH2:11][CH3:12])[C:17](=[O:18])[C:16]1[CH:20]=[CH:21][CH:22]=[CH:23][C:15]=1[O:14][CH3:13])[CH3:9]. The yield is 0.940. (3) The reactants are [I:1][C:2]1[C:10]2[C:5](=[CH:6][CH:7]=[C:8]([C:11](O)=[O:12])[CH:9]=2)[N:4]([CH:14]2[CH2:19][CH2:18][CH2:17][CH2:16][O:15]2)[N:3]=1.Cl.[CH3:21][NH:22][CH3:23].C(Cl)CCl.Cl. The catalyst is C1COCC1.CC(O)C.CN(C1C=CN=CC=1)C.O. The product is [I:1][C:2]1[C:10]2[C:5](=[CH:6][CH:7]=[C:8]([C:11]([N:22]([CH3:23])[CH3:21])=[O:12])[CH:9]=2)[N:4]([CH:14]2[CH2:19][CH2:18][CH2:17][CH2:16][O:15]2)[N:3]=1. The yield is 0.750. (4) The reactants are [Cl:1][C:2]1[CH:7]=[CH:6][C:5]([N:8]=[C:9]=[O:10])=[CH:4][C:3]=1[C:11]([F:14])([F:13])[F:12].[NH2:15][C:16]([CH3:22])([CH2:20][OH:21])[C:17](O)=[O:18].Cl. The catalyst is O1CCOCC1. The product is [Cl:1][C:2]1[CH:7]=[CH:6][C:5]([N:8]2[C:17](=[O:18])[C:16]([CH2:20][OH:21])([CH3:22])[NH:15][C:9]2=[O:10])=[CH:4][C:3]=1[C:11]([F:12])([F:13])[F:14]. The yield is 0.410. (5) The reactants are [F:1][C:2]([F:7])([F:6])[C:3]([OH:5])=[O:4].[CH2:8]([S:10]([N:13]1[CH2:18][CH2:17][CH:16]([C:19]2[C:27]3[C:22](=[C:23]([C:43]([NH2:45])=[O:44])[CH:24]=[C:25]([C:28]4[CH:33]=[C:32]([CH2:34][NH:35][CH2:36][C@@H:37]5CCCO5)[CH:31]=[C:30]([F:42])[CH:29]=4)[CH:26]=3)[NH:21][CH:20]=2)[CH2:15][CH2:14]1)(=[O:12])=[O:11])[CH3:9].O1CC[CH2:48][C@H:47]1[CH2:51]N. No catalyst specified. The product is [F:1][C:2]([F:7])([F:6])[C:3]([OH:5])=[O:4].[CH3:37][C@@H:36]([NH:35][CH2:34][C:32]1[CH:33]=[C:28]([C:25]2[CH:26]=[C:27]3[C:22](=[C:23]([C:43]([NH2:45])=[O:44])[CH:24]=2)[NH:21][CH:20]=[C:19]3[CH:16]2[CH2:15][CH2:14][N:13]([S:10]([CH2:8][CH3:9])(=[O:11])=[O:12])[CH2:18][CH2:17]2)[CH:29]=[C:30]([F:42])[CH:31]=1)[CH:47]([CH3:51])[CH3:48]. The yield is 0.349.